From a dataset of Forward reaction prediction with 1.9M reactions from USPTO patents (1976-2016). Predict the product of the given reaction. (1) The product is: [Br:71][C:67]1[CH:66]=[C:61]([CH:60]=[C:59]([NH:57][CH2:53][CH2:54][CH2:55][CH3:56])[C:68]=1[O:69][CH3:70])[C:62]([O:64][CH3:65])=[O:63]. Given the reactants C1C=CC(P(C2C(C3C(P(C4C=CC=CC=4)C4C=CC=CC=4)=CC=C4C=3C=CC=C4)=C3C(C=CC=C3)=CC=2)C2C=CC=CC=2)=CC=1.C(=O)([O-])[O-].[Cs+].[Cs+].[CH2:53]([NH2:57])[CH2:54][CH2:55][CH3:56].Br[C:59]1[CH:60]=[C:61]([CH:66]=[C:67]([Br:71])[C:68]=1[O:69][CH3:70])[C:62]([O:64][CH3:65])=[O:63], predict the reaction product. (2) Given the reactants Br[C:2]1[CH:7]=[C:6]([CH3:8])[C:5]([C:9]2[C:10](=[O:27])[CH:11]([CH2:16][CH2:17][NH:18][C:19]([C:21]3[CH:26]=[CH:25][CH:24]=[CH:23][N:22]=3)=[O:20])[CH2:12][C:13]=2[O:14][CH3:15])=[C:4]([CH2:28][CH3:29])[CH:3]=1.[F-].[Cs+].[F:32][C:33]1[CH:38]=[CH:37][C:36](B(O)O)=[CH:35][CH:34]=1, predict the reaction product. The product is: [CH2:28]([C:4]1[CH:3]=[C:2]([C:36]2[CH:37]=[CH:38][C:33]([F:32])=[CH:34][CH:35]=2)[CH:7]=[C:6]([CH3:8])[C:5]=1[C:9]1[C:10](=[O:27])[CH:11]([CH2:16][CH2:17][NH:18][C:19]([C:21]2[CH:26]=[CH:25][CH:24]=[CH:23][N:22]=2)=[O:20])[CH2:12][C:13]=1[O:14][CH3:15])[CH3:29]. (3) Given the reactants C([C@@]1(N2C3N=CN=C(N)C=3N=C2Br)O[C@H](COC(C2C=CC=CC=2)(C2C=CC(OC)=CC=2)C2C=CC(OC)=CC=2)[C@@H](O)C1)(=O)C1C=CC=CC=1.[C:51]([NH:59][C:60]1[C:61]2[N:62]=[C:63]([Br:100])[N:64]([C:96]=2[N:97]=[CH:98][N:99]=1)[C@@H:65]1[O:95][C@H:69]([CH2:70][O:71][C:72]([C:89]2[CH:94]=[CH:93][CH:92]=[CH:91][CH:90]=2)([C:81]2[CH:86]=[CH:85][C:84]([O:87][CH3:88])=[CH:83][CH:82]=2)[C:73]2[CH:78]=[CH:77][C:76]([O:79][CH3:80])=[CH:75][CH:74]=2)[C@@H:67]([OH:68])[CH2:66]1)(=[O:58])[C:52]1[CH:57]=[CH:56][CH:55]=[CH:54][CH:53]=1.N1C=CN=C1.[C:106]([Si:110](Cl)([CH3:112])[CH3:111])([CH3:109])([CH3:108])[CH3:107], predict the reaction product. The product is: [C:51]([NH:59][C:60]1[C:61]2[N:62]=[C:63]([Br:100])[N:64]([C:96]=2[N:97]=[CH:98][N:99]=1)[C@@H:65]1[O:95][C@H:69]([CH2:70][O:71][C:72]([C:89]2[CH:94]=[CH:93][CH:92]=[CH:91][CH:90]=2)([C:81]2[CH:86]=[CH:85][C:84]([O:87][CH3:88])=[CH:83][CH:82]=2)[C:73]2[CH:74]=[CH:75][C:76]([O:79][CH3:80])=[CH:77][CH:78]=2)[C@@H:67]([O:68][Si:110]([C:106]([CH3:109])([CH3:108])[CH3:107])([CH3:112])[CH3:111])[CH2:66]1)(=[O:58])[C:52]1[CH:57]=[CH:56][CH:55]=[CH:54][CH:53]=1. (4) Given the reactants C1(O[C:8](=[O:19])[NH:9][C:10]2[S:14][N:13]=[C:12]([SH:15])[C:11]=2[C:16](=[O:18])[NH2:17])C=CC=CC=1.[CH3:20][C:21]1[CH:28]=[CH:27][C:24]([CH2:25]Cl)=[CH:23][CH:22]=1.C(N(CC)C(C)C)(C)C.[Cl:38][C:39]1[CH:40]=[C:41]([CH:44]=[CH:45][C:46]=1[F:47])[CH2:42][NH2:43], predict the reaction product. The product is: [Cl:38][C:39]1[CH:40]=[C:41]([CH:44]=[CH:45][C:46]=1[F:47])[CH2:42][NH:43][C:8](=[O:19])[NH:9][C:10]1[S:14][N:13]=[C:12]([S:15][CH2:20][C:21]2[CH:28]=[CH:27][C:24]([CH3:25])=[CH:23][CH:22]=2)[C:11]=1[C:16]([NH2:17])=[O:18]. (5) Given the reactants [CH:1]1([C:4]2[CH:9]=[CH:8][CH:7]=[C:6]([CH3:10])[C:5]=2[OH:11])[CH2:3][CH2:2]1.ClC1C=CC=CC=1Cl.[OH-].[K+].[OH:22][C:23]1[CH:28]=[C:27]([Cl:29])[N:26]=[N:25][C:24]=1Cl, predict the reaction product. The product is: [Cl:29][C:27]1[N:26]=[N:25][C:24]([O:11][C:5]2[C:6]([CH3:10])=[CH:7][CH:8]=[CH:9][C:4]=2[CH:1]2[CH2:3][CH2:2]2)=[C:23]([OH:22])[CH:28]=1. (6) The product is: [CH:1]([O:4][C:5]([N:7]1[CH2:12][CH2:11][CH:10]([CH:13]2[CH2:17][C:16]3[CH:18]=[C:19]([C:32]4[N:37]=[N:36][C:35]([NH:38][C:39](=[O:41])[CH3:40])=[CH:34][CH:33]=4)[CH:20]=[CH:21][C:15]=3[O:14]2)[CH2:9][CH2:8]1)=[O:6])([CH3:2])[CH3:3]. Given the reactants [CH:1]([O:4][C:5]([N:7]1[CH2:12][CH2:11][CH:10]([CH:13]2[CH2:17][C:16]3[CH:18]=[C:19](B4OC(C)(C)C(C)(C)O4)[CH:20]=[CH:21][C:15]=3[O:14]2)[CH2:9][CH2:8]1)=[O:6])([CH3:3])[CH3:2].Cl[C:32]1[N:37]=[N:36][C:35]([NH:38][C:39](=[O:41])[CH3:40])=[CH:34][CH:33]=1.C([O-])([O-])=O.[Na+].[Na+], predict the reaction product. (7) The product is: [CH3:23][N:24]([CH3:38])[C:25]1[CH:33]=[C:32]([C:34]([F:35])([F:36])[F:37])[CH:31]=[CH:30][C:26]=1[C:27]([NH:1][C:2]1[CH:7]=[CH:6][C:5]([N:8]([CH2:16][CH2:17][N:18]2[CH:22]=[CH:21][CH:20]=[N:19]2)[C:9](=[O:15])[O:10][C:11]([CH3:14])([CH3:12])[CH3:13])=[CH:4][CH:3]=1)=[O:28]. Given the reactants [NH2:1][C:2]1[CH:7]=[CH:6][C:5]([N:8]([CH2:16][CH2:17][N:18]2[CH:22]=[CH:21][CH:20]=[N:19]2)[C:9](=[O:15])[O:10][C:11]([CH3:14])([CH3:13])[CH3:12])=[CH:4][CH:3]=1.[CH3:23][N:24]([CH3:38])[C:25]1[CH:33]=[C:32]([C:34]([F:37])([F:36])[F:35])[CH:31]=[CH:30][C:26]=1[C:27](O)=[O:28].ON1C2C=CC=CC=2N=N1.Cl.CN(C)CCCN=C=NCC, predict the reaction product. (8) Given the reactants [F:1][C:2]1[CH:7]=[CH:6][CH:5]=[CH:4][C:3]=1[N:8]1[CH2:13][CH2:12][NH:11][CH2:10][CH2:9]1.BrC[N:16]1[C:25]2[C:20](=[CH:21][CH:22]=[CH:23][CH:24]=2)[CH:19]=[CH:18][C:17]1=[O:26].[CH2:27](N(CC)CC)C, predict the reaction product. The product is: [F:1][C:2]1[CH:7]=[CH:6][CH:5]=[CH:4][C:3]=1[N:8]1[CH2:13][CH2:12][N:11]([CH2:27][C:19]2[C:20]3[C:25](=[CH:24][CH:23]=[CH:22][CH:21]=3)[NH:16][C:17](=[O:26])[CH:18]=2)[CH2:10][CH2:9]1. (9) Given the reactants [CH3:1][O:2][C:3]1[CH:26]=[CH:25][C:6]([C:7]([NH:9][C:10]2[C:11]([NH:16][C:17]([CH:19]3[CH2:24][CH2:23][NH:22][CH2:21][CH2:20]3)=[O:18])=[CH:12][CH:13]=[CH:14][CH:15]=2)=[O:8])=[CH:5][CH:4]=1.[N:27]1[CH:32]=[CH:31][CH:30]=[C:29]([CH:33]=O)[CH:28]=1, predict the reaction product. The product is: [CH3:1][O:2][C:3]1[CH:4]=[CH:5][C:6]([C:7]([NH:9][C:10]2[C:11]([NH:16][C:17]([CH:19]3[CH2:20][CH2:21][N:22]([CH2:33][C:29]4[CH:28]=[N:27][CH:32]=[CH:31][CH:30]=4)[CH2:23][CH2:24]3)=[O:18])=[CH:12][CH:13]=[CH:14][CH:15]=2)=[O:8])=[CH:25][CH:26]=1.